Dataset: CYP2D6 inhibition data for predicting drug metabolism from PubChem BioAssay. Task: Regression/Classification. Given a drug SMILES string, predict its absorption, distribution, metabolism, or excretion properties. Task type varies by dataset: regression for continuous measurements (e.g., permeability, clearance, half-life) or binary classification for categorical outcomes (e.g., BBB penetration, CYP inhibition). Dataset: cyp2d6_veith. (1) The molecule is CCC(=O)N1C2C3N(C(=O)CC)C1C1N(C(=O)CC)C(C(N1C(=O)CC)N3C(=O)CC)N2C(=O)CC. The result is 0 (non-inhibitor). (2) The compound is CC(=O)Nc1ccc2c(c1)C(=Nc1ccc(C(=O)O)cc1)c1ccccc1-2. The result is 0 (non-inhibitor). (3) The drug is c1ccc(-c2cnc(-c3ccc(-c4ncc(-c5ccccc5)o4)cc3)o2)cc1. The result is 0 (non-inhibitor).